From a dataset of Full USPTO retrosynthesis dataset with 1.9M reactions from patents (1976-2016). Predict the reactants needed to synthesize the given product. (1) Given the product [CH2:7]([N:6]1[C:2]([NH:1][C:11](=[O:12])[C:10]([F:21])([F:20])[F:9])=[CH:3][CH:4]=[N:5]1)[CH3:8], predict the reactants needed to synthesize it. The reactants are: [NH2:1][C:2]1[N:6]([CH2:7][CH3:8])[N:5]=[CH:4][CH:3]=1.[F:9][C:10]([F:21])([F:20])[C:11](O[C:11](=[O:12])[C:10]([F:21])([F:20])[F:9])=[O:12]. (2) Given the product [C:1]([O:4][CH2:5][C:6]1[O:12][C:9]([CH3:10])=[CH:8][N:7]=1)(=[O:3])[CH3:2], predict the reactants needed to synthesize it. The reactants are: [C:1]([O:4][CH2:5][C:6](=[O:12])[NH:7][CH2:8][C:9](=O)[CH3:10])(=[O:3])[CH3:2]. (3) Given the product [CH:18]([O-:20])=[O:19].[NH4+:8].[NH2:8][C@H:9]1[CH2:14][CH2:13][N:12]([C:15]2[CH:16]=[C:17]([CH:23]=[C:24]([CH3:26])[CH:25]=2)[C:18]([O:20][CH2:21][CH3:22])=[O:19])[CH2:11][C@H:10]1[O:27][CH3:28], predict the reactants needed to synthesize it. The reactants are: C([N:8](C(OCC1C=CC=CC=1)=O)[C@H:9]1[CH2:14][CH2:13][N:12]([C:15]2[CH:16]=[C:17]([CH:23]=[C:24]([CH3:26])[CH:25]=2)[C:18]([O:20][CH2:21][CH3:22])=[O:19])[CH2:11][C@H:10]1[O:27][CH3:28])C1C=CC=CC=1. (4) The reactants are: [Na].[CH2:2]([O:4][C:5](=[O:23])[C:6]([O:9][C:10]1[CH:15]=[C:14]([O:16][CH3:17])[C:13]([O:18]C(=O)C)=[CH:12][C:11]=1[CH3:22])([CH3:8])[CH3:7])C. Given the product [CH3:2][O:4][C:5](=[O:23])[C:6]([O:9][C:10]1[CH:15]=[C:14]([O:16][CH3:17])[C:13]([OH:18])=[CH:12][C:11]=1[CH3:22])([CH3:8])[CH3:7], predict the reactants needed to synthesize it. (5) Given the product [CH3:17][O:16][C:10]1[CH:9]=[C:4]2[C:3]([CH2:2][N:20]([CH3:19])[C:5]2=[O:6])=[CH:12][C:11]=1[N+:13]([O-:15])=[O:14], predict the reactants needed to synthesize it. The reactants are: Br[CH2:2][C:3]1[CH:12]=[C:11]([N+:13]([O-:15])=[O:14])[C:10]([O:16][CH3:17])=[CH:9][C:4]=1[C:5](OC)=[O:6].C[CH2:19][N:20](CC)CC.CN.CCO.Cl. (6) Given the product [Cl:1][C:2]1[CH:33]=[CH:32][CH:31]=[C:30]([C:34]([F:37])([F:36])[F:35])[C:3]=1[C:4]([N:6]1[C:14]2[C:9](=[CH:10][CH:11]=[C:12]([CH:15]3[CH2:18][O:17][CH2:16]3)[CH:13]=2)[C:8]([C:19]2[CH:28]=[CH:27][C:22]([C:23]([OH:25])=[O:24])=[CH:21][C:20]=2[F:29])=[N:7]1)=[O:5], predict the reactants needed to synthesize it. The reactants are: [Cl:1][C:2]1[CH:33]=[CH:32][CH:31]=[C:30]([C:34]([F:37])([F:36])[F:35])[C:3]=1[C:4]([N:6]1[C:14]2[C:9](=[CH:10][CH:11]=[C:12]([CH:15]3[CH2:18][O:17][CH2:16]3)[CH:13]=2)[C:8]([C:19]2[CH:28]=[CH:27][C:22]([C:23]([O:25]C)=[O:24])=[CH:21][C:20]=2[F:29])=[N:7]1)=[O:5].[Li+].[OH-].Cl. (7) The reactants are: C(OC[N:9]1[C:13]2[N:14]=[C:15]([NH:33][C:34]3[CH:39]=[CH:38][C:37]([O:40][CH2:41][CH2:42][O:43][CH3:44])=[CH:36][CH:35]=3)[N:16]=[C:17]([NH:18][C:19]3[CH:24]=[CH:23][CH:22]=[C:21]([NH:25][C:26]([O:28][C:29]([CH3:32])([CH3:31])[CH3:30])=[O:27])[CH:20]=3)[C:12]=2[CH:11]=[CH:10]1)(=O)C(C)(C)C.[OH-].[Na+].N. Given the product [CH3:44][O:43][CH2:42][CH2:41][O:40][C:37]1[CH:36]=[CH:35][C:34]([NH:33][C:15]2[N:16]=[C:17]([NH:18][C:19]3[CH:20]=[C:21]([NH:25][C:26](=[O:27])[O:28][C:29]([CH3:31])([CH3:30])[CH3:32])[CH:22]=[CH:23][CH:24]=3)[C:12]3[CH:11]=[CH:10][NH:9][C:13]=3[N:14]=2)=[CH:39][CH:38]=1, predict the reactants needed to synthesize it.